From a dataset of Full USPTO retrosynthesis dataset with 1.9M reactions from patents (1976-2016). Predict the reactants needed to synthesize the given product. (1) Given the product [C:19]([O:18][C:16]([N:3]([CH2:1][CH3:2])[CH2:4][CH2:5][CH2:6][C:7]([OH:9])=[O:8])=[O:17])([CH3:22])([CH3:21])[CH3:20], predict the reactants needed to synthesize it. The reactants are: [CH2:1]([NH:3][CH2:4][CH2:5][CH2:6][C:7]([OH:9])=[O:8])[CH3:2].C(=O)([O-])[O-].[K+].[K+].[C:16](O[C:16]([O:18][C:19]([CH3:22])([CH3:21])[CH3:20])=[O:17])([O:18][C:19]([CH3:22])([CH3:21])[CH3:20])=[O:17]. (2) Given the product [CH2:25]([C:7]1[C:6]([C:4]([OH:5])=[O:3])=[C:11]([CH2:12][CH3:13])[N:10]=[C:9]([NH:14][CH2:15][CH2:16][CH2:17][C:18]2[CH:23]=[CH:22][CH:21]=[C:20]([OH:24])[CH:19]=2)[N:8]=1)[CH3:26], predict the reactants needed to synthesize it. The reactants are: C([O:3][C:4]([C:6]1[C:7]([CH2:25][CH3:26])=[N:8][C:9]([NH:14][CH2:15][CH2:16][CH2:17][C:18]2[CH:23]=[CH:22][CH:21]=[C:20]([OH:24])[CH:19]=2)=[N:10][C:11]=1[CH2:12][CH3:13])=[O:5])C.O[Li].O. (3) Given the product [C:1]([O:5][C:6](=[O:23])[NH:7][C:8]1[CH:13]=[CH:12][C:11]([C:14]2[CH:15]=[N:16][CH:17]=[CH:18][CH:19]=2)=[CH:10][C:9]=1[NH2:20])([CH3:4])([CH3:2])[CH3:3], predict the reactants needed to synthesize it. The reactants are: [C:1]([O:5][C:6](=[O:23])[NH:7][C:8]1[CH:13]=[CH:12][C:11]([C:14]2[CH:15]=[N:16][CH:17]=[CH:18][CH:19]=2)=[CH:10][C:9]=1[N+:20]([O-])=O)([CH3:4])([CH3:3])[CH3:2]. (4) Given the product [CH3:11][C:4]1([C:12]2[CH:13]=[C:14]([CH:15]=[CH:16][CH:17]=2)[C:18]#[N:19])[CH:5]2[CH:3]1[CH2:2][N:34]([CH2:33][CH2:32][CH2:31][C:25]1[CH:30]=[CH:29][CH:28]=[CH:27][CH:26]=1)[C:6]2=[O:8], predict the reactants needed to synthesize it. The reactants are: Cl[CH2:2][CH:3]1[CH:5]([C:6]([O:8]CC)=O)[C:4]1([C:12]1[CH:17]=[CH:16][CH:15]=[C:14]([C:18]#[N:19])[CH:13]=1)[CH3:11].C(=O)([O-])O.[Na+].[C:25]1([CH2:31][CH2:32][CH2:33][NH2:34])[CH:30]=[CH:29][CH:28]=[CH:27][CH:26]=1.O.